This data is from Forward reaction prediction with 1.9M reactions from USPTO patents (1976-2016). The task is: Predict the product of the given reaction. Given the reactants Br[C:2]1[CH:3]=[C:4]2[C:8](=[C:9]([C:11]([O:13][CH3:14])=[O:12])[CH:10]=1)[N:7]([CH2:15][CH:16]([O:19][CH3:20])[O:17][CH3:18])[N:6]=[CH:5]2.[C:21](=O)([O-])[O-].[K+].[K+].CB1OB(C)OB(C)O1.C(OCC)(=O)C, predict the reaction product. The product is: [CH3:18][O:17][CH:16]([O:19][CH3:20])[CH2:15][N:7]1[C:8]2[C:4](=[CH:3][C:2]([CH3:21])=[CH:10][C:9]=2[C:11]([O:13][CH3:14])=[O:12])[CH:5]=[N:6]1.